This data is from Reaction yield outcomes from USPTO patents with 853,638 reactions. The task is: Predict the reaction yield, written as a fraction of the theoretical maximum amount of product (1.0 means a 100% yield; for example, 0.34 means a 34% yield). The reactants are [F:1][C:2]1[CH:10]=[CH:9][C:5]([C:6]([OH:8])=[O:7])=[CH:4][CH:3]=1.[Cl:11][S:12](O)(=[O:14])=[O:13].[Cl-].[Na+]. No catalyst specified. The product is [Cl:11][S:12]([C:3]1[CH:4]=[C:5]([CH:9]=[CH:10][C:2]=1[F:1])[C:6]([OH:8])=[O:7])(=[O:14])=[O:13]. The yield is 0.510.